Predict the product of the given reaction. From a dataset of Forward reaction prediction with 1.9M reactions from USPTO patents (1976-2016). (1) Given the reactants [OH:1][C:2]1[CH:10]=[C:9]([OH:11])[CH:8]=[C:7]([OH:12])[C:3]=1[C:4]([OH:6])=[O:5].ClCCl.[C:16](Cl)(=[O:20])[C:17]([CH3:19])=[O:18].Cl, predict the reaction product. The product is: [O:18]=[C:17]([CH3:19])[C:16]([O:1][C:2]1[CH:10]=[C:9]([O:11][C:16](=[O:20])[C:17](=[O:18])[CH3:19])[CH:8]=[C:7]([O:12][C:16](=[O:20])[C:17](=[O:18])[CH3:19])[C:3]=1[C:4]([OH:6])=[O:5])=[O:20]. (2) The product is: [F:42][C:29]1([C:26]2[S:27][CH:28]=[C:24]([CH2:23][O:22][C:20]3[C:6]4[CH:7]=[C:8]([C:10]5[N:11]=[C:12]6[N:16]([CH:17]=5)[N:15]=[C:14]([O:18][CH3:19])[S:13]6)[O:9][C:5]=4[CH:4]=[C:3]([O:2][CH3:1])[CH:21]=3)[N:25]=2)[CH2:34][CH2:33][CH2:32][CH2:31][CH2:30]1. Given the reactants [CH3:1][O:2][C:3]1[CH:21]=[C:20]([O:22][CH2:23][C:24]2[N:25]=[C:26]([C:29]3(O)[CH2:34][CH2:33][CH2:32][CH2:31][CH2:30]3)[S:27][CH:28]=2)[C:6]2[CH:7]=[C:8]([C:10]3[N:11]=[C:12]4[N:16]([CH:17]=3)[N:15]=[C:14]([O:18][CH3:19])[S:13]4)[O:9][C:5]=2[CH:4]=1.CCN(S(F)(F)[F:42])CC, predict the reaction product. (3) The product is: [CH:1](=[O:5])[CH2:2][CH2:3][CH3:4].[CH2:6]([OH:12])[CH2:7][O:8][CH2:9][CH2:10][OH:11]. Given the reactants [CH:1](=[O:5])[CH2:2][CH2:3][CH3:4].[CH2:6]([OH:12])[CH2:7][O:8][CH2:9][CH2:10][OH:11], predict the reaction product. (4) Given the reactants FC1(F)O[C:5]2[CH:7]=[CH:8][C:9]([B:11]3[O:15][C:14]([CH3:17])([CH3:16])[C:13]([CH3:19])([CH3:18])[O:12]3)=[CH:10][C:4]=2O1.BrC1C=CC([S:28][C:29]([F:32])([F:31])[F:30])=CC=1, predict the reaction product. The product is: [CH3:17][C:14]1([CH3:16])[C:13]([CH3:18])([CH3:19])[O:12][B:11]([C:9]2[CH:10]=[CH:4][C:5]([S:28][C:29]([F:32])([F:31])[F:30])=[CH:7][CH:8]=2)[O:15]1. (5) Given the reactants IC.[CH2:3]([O:7][C:8]1[CH:31]=[C:30]([O:32][CH2:33][CH:34]([CH3:36])[CH3:35])[CH:29]=[CH:28][C:9]=1[C:10]([C:12]1[CH:13]=[CH:14][C:15]([O:23][CH2:24][CH:25]([CH3:27])[CH3:26])=[C:16]([CH2:18][CH2:19][C:20]([OH:22])=[O:21])[CH:17]=1)=[O:11])[CH:4]([CH3:6])[CH3:5].[C:37](=O)([O-])[O-].[K+].[K+].Cl, predict the reaction product. The product is: [CH2:3]([O:7][C:8]1[CH:31]=[C:30]([O:32][CH2:33][CH:34]([CH3:36])[CH3:35])[CH:29]=[CH:28][C:9]=1[C:10]([C:12]1[CH:13]=[CH:14][C:15]([O:23][CH2:24][CH:25]([CH3:27])[CH3:26])=[C:16]([CH2:18][CH2:19][C:20]([O:22][CH3:37])=[O:21])[CH:17]=1)=[O:11])[CH:4]([CH3:6])[CH3:5].